This data is from Catalyst prediction with 721,799 reactions and 888 catalyst types from USPTO. The task is: Predict which catalyst facilitates the given reaction. (1) Reactant: [NH:1]1[C:9]2[C:4](=[CH:5][C:6]([N:10]3[C:14]4=[N:15][C:16]([CH:19]=[CH2:20])=[CH:17][CH:18]=[C:13]4[N:12]=[CH:11]3)=[CH:7][CH:8]=2)[CH2:3][CH2:2]1.[CH3:21][S:22](Cl)(=[O:24])=[O:23].C(N(CC)CC)C. Product: [CH3:21][S:22]([N:1]1[C:9]2[C:4](=[CH:5][C:6]([N:10]3[C:14]4=[N:15][C:16]([CH:19]=[CH2:20])=[CH:17][CH:18]=[C:13]4[N:12]=[CH:11]3)=[CH:7][CH:8]=2)[CH2:3][CH2:2]1)(=[O:24])=[O:23]. The catalyst class is: 4. (2) Reactant: [C:1]([C:3]1[C:12]2[C:7](=[CH:8][CH:9]=[C:10]([O:13][C:14]3[CH:19]=[CH:18][CH:17]=[CH:16][CH:15]=3)[CH:11]=2)[C:6]([OH:20])=[C:5]([C:21](OC)=[O:22])[N:4]=1)#[N:2].[CH3:25][O:26][C:27](=[O:33])[CH:28]([CH2:31][NH2:32])[CH2:29][CH3:30]. Product: [CH3:25][O:26][C:27](=[O:33])[CH:28]([CH2:31][NH:32][C:21]([C:5]1[N:4]=[C:3]([C:1]#[N:2])[C:12]2[C:7]([C:6]=1[OH:20])=[CH:8][CH:9]=[C:10]([O:13][C:14]1[CH:19]=[CH:18][CH:17]=[CH:16][CH:15]=1)[CH:11]=2)=[O:22])[CH2:29][CH3:30]. The catalyst class is: 5. (3) Reactant: Br[C:2]1[N:3]=[C:4]2[N:9]([CH:10]=1)[CH:8]=[C:7]([C:11]([O:13][CH3:14])=[O:12])[CH:6]=[CH:5]2.[F:15][C:16]1[CH:21]=[CH:20][C:19](B2OC(C)(C)C(C)(C)O2)=[CH:18][N:17]=1.C([O-])([O-])=O.[K+].[K+]. Product: [F:15][C:16]1[N:17]=[CH:18][C:19]([C:2]2[N:3]=[C:4]3[N:9]([CH:10]=2)[CH:8]=[C:7]([C:11]([O:13][CH3:14])=[O:12])[CH:6]=[CH:5]3)=[CH:20][CH:21]=1. The catalyst class is: 151.